This data is from Reaction yield outcomes from USPTO patents with 853,638 reactions. The task is: Predict the reaction yield, written as a fraction of the theoretical maximum amount of product (1.0 means a 100% yield; for example, 0.34 means a 34% yield). (1) The reactants are [Br:1][C:2]1[CH:6]=[N:5][N:4]([CH3:7])[C:3]=1[C:8]1[CH:9]=[C:10]([NH:15][C:16]([NH:18][C:19]2[CH:24]=[CH:23][C:22]([Cl:25])=[CH:21][CH:20]=2)=[O:17])[CH:11]=[CH:12][C:13]=1[OH:14].O[CH2:27][CH2:28][C:29]1[CH:34]=[CH:33][N:32]=[CH:31][CH:30]=1.C1(P(C2C=CC=CC=2)C2C=CC=CC=2)C=CC=CC=1.CC(OC(/N=N/C(OC(C)C)=O)=O)C. The catalyst is C1COCC1. The product is [Br:1][C:2]1[CH:6]=[N:5][N:4]([CH3:7])[C:3]=1[C:8]1[CH:9]=[C:10]([NH:15][C:16]([NH:18][C:19]2[CH:20]=[CH:21][C:22]([Cl:25])=[CH:23][CH:24]=2)=[O:17])[CH:11]=[CH:12][C:13]=1[O:14][CH2:27][CH2:28][C:29]1[CH:34]=[CH:33][N:32]=[CH:31][CH:30]=1. The yield is 0.440. (2) The reactants are [Cl:1][S:2]([OH:5])(=O)=[O:3].[C:6]([C:10]1[CH:15]=[C:14](C(C)(C)C)[CH:13]=[C:12]([C:20]([CH3:23])([CH3:22])[CH3:21])[CH:11]=1)([CH3:9])([CH3:8])[CH3:7]. No catalyst specified. The product is [C:6]([C:10]1[CH:15]=[C:14]([S:2]([Cl:1])(=[O:5])=[O:3])[CH:13]=[C:12]([C:20]([CH3:23])([CH3:22])[CH3:21])[CH:11]=1)([CH3:9])([CH3:8])[CH3:7]. The yield is 0.500.